From a dataset of Orexin1 receptor HTS with 218,158 compounds and 233 confirmed actives. Binary Classification. Given a drug SMILES string, predict its activity (active/inactive) in a high-throughput screening assay against a specified biological target. (1) The drug is O=C(NC1C(CCCC1)C)C(OC(=O)c1ccc(cc1)c1ccc(O)cc1)C. The result is 0 (inactive). (2) The compound is s1c2c(c3CN(CN(c13)C(=O)C)Cc1ncccc1)CCCC2. The result is 0 (inactive).